Dataset: Full USPTO retrosynthesis dataset with 1.9M reactions from patents (1976-2016). Task: Predict the reactants needed to synthesize the given product. The reactants are: F[C:2]1[CH:7]=[CH:6][CH:5]=[C:4](F)[C:3]=1[N+:9]([O-:11])=[O:10].[CH3:12][O:13][C:14](=[O:24])[CH2:15][CH:16]([NH2:23])[C:17]1[CH:22]=[CH:21][CH:20]=[CH:19][CH:18]=1.C(=O)([O-])[O-].[K+].[K+].[NH:31]1[CH2:36][CH2:35][CH:34]([C:37]([OH:39])=[O:38])[CH2:33][CH2:32]1. Given the product [CH3:12][O:13][C:14](=[O:24])[CH2:15][CH:16]([NH:23][C:2]1[C:3]([N+:9]([O-:11])=[O:10])=[C:4]([N:31]2[CH2:36][CH2:35][CH:34]([C:37]([OH:39])=[O:38])[CH2:33][CH2:32]2)[CH:5]=[CH:6][CH:7]=1)[C:17]1[CH:22]=[CH:21][CH:20]=[CH:19][CH:18]=1, predict the reactants needed to synthesize it.